Dataset: Full USPTO retrosynthesis dataset with 1.9M reactions from patents (1976-2016). Task: Predict the reactants needed to synthesize the given product. (1) Given the product [CH3:18][C:5]1[CH:6]=[C:7]([C:24]2[CH:25]=[CH:26][C:21]([C:20]([F:31])([F:30])[F:19])=[CH:22][CH:23]=2)[CH:8]=[CH:9][C:4]=1[C:1](=[O:3])[CH3:2], predict the reactants needed to synthesize it. The reactants are: [C:1]([C:4]1[CH:9]=[CH:8][C:7](OS(C(F)(F)F)(=O)=O)=[CH:6][C:5]=1[CH3:18])(=[O:3])[CH3:2].[F:19][C:20]([F:31])([F:30])[C:21]1[CH:26]=[CH:25][C:24](B(O)O)=[CH:23][CH:22]=1.C(=O)([O-])[O-].[K+].[K+].CCOC(C)=O.CCCCCC. (2) Given the product [CH2:19]([NH:21][C:15]([C:2]1[CH:3]=[CH:4][C:5]2[S:6][C:7]3[C:12](=[CH:11][CH:10]=[CH:9][CH:8]=3)[NH:13][C:14]=2[CH:1]=1)=[O:17])[CH3:20], predict the reactants needed to synthesize it. The reactants are: [CH:1]1[C:14]2[NH:13][C:12]3[C:7](=[CH:8][CH:9]=[CH:10][CH:11]=3)[S:6][C:5]=2[CH:4]=[CH:3][C:2]=1[C:15]([OH:17])=O.Cl.[CH2:19]([NH2:21])[CH3:20].CN(C(ON1N=NC2C=CC=CC1=2)=[N+](C)C)C.F[P-](F)(F)(F)(F)F.C([O-])(O)=O.[Na+].